Dataset: Forward reaction prediction with 1.9M reactions from USPTO patents (1976-2016). Task: Predict the product of the given reaction. (1) Given the reactants [CH3:1][C:2]1[CH:7]=[CH:6][C:5]([CH3:8])=[CH:4][C:3]=1[CH2:9][C:10]([OH:12])=O.C(N(C(C)C)CC)(C)C.F[P-](F)(F)(F)(F)F.N1(OC(N(C)C)=[N+](C)C)C2N=CC=CC=2N=N1.[CH3:46][O:47][C:48]1[CH:49]=[CH:50][CH:51]=[C:52]2[C:57]=1[CH2:56][CH:55]([NH:58][CH2:59][CH2:60][CH3:61])[CH2:54][CH2:53]2, predict the reaction product. The product is: [CH3:46][O:47][C:48]1[CH:49]=[CH:50][CH:51]=[C:52]2[C:57]=1[CH2:56][CH:55]([N:58]([CH2:59][CH2:60][CH3:61])[C:10](=[O:12])[CH2:9][C:3]1[CH:4]=[C:5]([CH3:8])[CH:6]=[CH:7][C:2]=1[CH3:1])[CH2:54][CH2:53]2. (2) Given the reactants [Br:1][C:2]1[CH:7]=[CH:6][CH:5]=[CH:4][C:3]=1[O:8][CH2:9][CH2:10]Cl.Cl.[F:13][CH:14]1[CH2:19][CH2:18][NH:17][CH2:16][CH2:15]1.C(=O)([O-])[O-].[K+].[K+].[I-].[K+], predict the reaction product. The product is: [Br:1][C:2]1[CH:7]=[CH:6][CH:5]=[CH:4][C:3]=1[O:8][CH2:9][CH2:10][N:17]1[CH2:18][CH2:19][CH:14]([F:13])[CH2:15][CH2:16]1.